This data is from Catalyst prediction with 721,799 reactions and 888 catalyst types from USPTO. The task is: Predict which catalyst facilitates the given reaction. (1) Reactant: [CH3:1][O:2][C:3](=[O:22])[CH2:4][CH2:5][C:6]([C:8]1[CH:13]=[CH:12][C:11]([O:14][CH:15]2[CH2:20][CH2:19][CH2:18][CH2:17][O:16]2)=[CH:10][C:9]=1[OH:21])=[O:7].CCN(CC)CC.[O:30](S(C(F)(F)F)(=O)=O)[S:31]([C:34]([F:37])([F:36])[F:35])(=O)=[O:32]. Product: [CH3:1][O:2][C:3](=[O:22])[CH2:4][CH2:5][C:6](=[O:7])[C:8]1[CH:13]=[CH:12][C:11]([O:14][CH:15]2[CH2:20][CH2:19][CH2:18][CH2:17][O:16]2)=[CH:10][C:9]=1[O:21][S:31]([C:34]([F:37])([F:36])[F:35])(=[O:32])=[O:30]. The catalyst class is: 46. (2) Reactant: [Cl:1][C:2]1[CH:7]=[CH:6][CH:5]=[C:4]([Cl:8])[C:3]=1[CH2:9][CH2:10][NH2:11].[I:12][C:13]1[CH:14]=[C:15]([CH:18]=[CH:19][CH:20]=1)[CH:16]=O.C(O[BH-](OC(=O)C)OC(=O)C)(=O)C.[Na+].[OH-].[Na+]. Product: [Cl:1][C:2]1[CH:7]=[CH:6][CH:5]=[C:4]([Cl:8])[C:3]=1[CH2:9][CH2:10][NH:11][CH2:16][C:15]1[CH:18]=[CH:19][CH:20]=[C:13]([I:12])[CH:14]=1. The catalyst class is: 4.